This data is from Full USPTO retrosynthesis dataset with 1.9M reactions from patents (1976-2016). The task is: Predict the reactants needed to synthesize the given product. (1) The reactants are: C1([C:7]2[CH:12]=[CH:11][C:10]([OH:13])=[CH:9][CH:8]=2)C=CC=CC=1.C(N([CH2:19][CH3:20])CC)C.Cl[P:22]1[O:26][C:25]([C:33]2[CH:38]=[CH:37][CH:36]=[CH:35][CH:34]=2)([C:27]2[CH:32]=[CH:31][CH:30]=[CH:29][CH:28]=2)[C:24]([C:45]2[CH:50]=[CH:49][CH:48]=[CH:47][CH:46]=2)([C:39]2[CH:44]=[CH:43][CH:42]=[CH:41][CH:40]=2)[O:23]1.[C:51]1(C)[CH:56]=CC=[CH:53][CH:52]=1. Given the product [C:8]1([C:20]2[CH:19]=[CH:53][CH:52]=[CH:51][CH:56]=2)[CH:7]=[CH:12][CH:11]=[C:10]([O:13][P:22]2[O:26][C:25]([C:33]3[CH:38]=[CH:37][CH:36]=[CH:35][CH:34]=3)([C:27]3[CH:32]=[CH:31][CH:30]=[CH:29][CH:28]=3)[C:24]([C:39]3[CH:44]=[CH:43][CH:42]=[CH:41][CH:40]=3)([C:45]3[CH:50]=[CH:49][CH:48]=[CH:47][CH:46]=3)[O:23]2)[CH:9]=1, predict the reactants needed to synthesize it. (2) Given the product [CH:28]([N:30]([CH2:39][C@@H:40]([CH2:44][CH2:45][CH2:46][CH2:47][CH3:48])[C:41]([N:12]1[C@H:13]([C:16]([OH:18])=[O:17])[CH2:14][CH2:15][N:11]1[C:9]([O:8][CH2:7][C:1]1[CH:6]=[CH:5][CH:4]=[CH:3][CH:2]=1)=[O:10])=[O:42])[O:31][CH2:32][C:33]1[CH:34]=[CH:35][CH:36]=[CH:37][CH:38]=1)=[O:29], predict the reactants needed to synthesize it. The reactants are: [C:1]1([CH2:7][O:8][C:9]([N:11]2[CH2:15][CH2:14][CH:13]([C:16]([OH:18])=[O:17])[NH:12]2)=[O:10])[CH:6]=[CH:5][CH:4]=[CH:3][CH:2]=1.CCN(C(C)C)C(C)C.[CH:28]([N:30]([CH2:39][C@@H:40]([CH2:44][CH2:45][CH2:46][CH2:47][CH3:48])[C:41](F)=[O:42])[O:31][CH2:32][C:33]1[CH:38]=[CH:37][CH:36]=[CH:35][CH:34]=1)=[O:29].CC(O)=O. (3) Given the product [CH3:54][N:53]1[CH:47]2[CH2:48][CH2:49][CH2:50][CH:51]1[CH2:52][CH:45]([NH:44][C:17]([C:15]1[CH:16]=[C:2]([I:1])[CH:3]=[C:4]3[O:8][C:7]([C:9]4[CH:10]=[CH:11][CH:12]=[CH:13][CH:14]=4)=[N:6][C:5]=13)=[O:19])[CH2:46]2, predict the reactants needed to synthesize it. The reactants are: [I:1][C:2]1[CH:3]=[C:4]2[O:8][C:7]([C:9]3[CH:14]=[CH:13][CH:12]=[CH:11][CH:10]=3)=[N:6][C:5]2=[C:15]([C:17]([OH:19])=O)[CH:16]=1.Cl.C(N=C=NCCCN(C)C)C.ON1C2C=CC=CC=2N=N1.Cl.Cl.[NH2:44][CH:45]1[CH2:52][CH:51]2[N:53]([CH3:54])[CH:47]([CH2:48][CH2:49][CH2:50]2)[CH2:46]1.C(N(CC)CC)C. (4) The reactants are: [C:1]([O:8][C@H:9]1[C@H:26]([O:27][C:28](=[O:34])[CH2:29][CH2:30][CH2:31][CH2:32][CH3:33])[C@@H:25]([CH2:35][O:36][C:37](=[O:43])[CH2:38][CH2:39][CH2:40][CH2:41][CH3:42])[O:24][C@@H:11]([O:12]C2O[C@H](CO)[C@H](O)[C@H](O)[C@H]2O)[C@H:10]1[O:44][C:45](=[O:53])[CH2:46][CH2:47][CH2:48][CH2:49][CH2:50][CH2:51][CH3:52])(=[O:7])[CH2:2][CH2:3][CH2:4][CH2:5][CH3:6].[BH4-].[Na+]. Given the product [C:1]([O:8][C@H:9]1[C@H:26]([O:27][C:28](=[O:34])[CH2:29][CH2:30][CH2:31][CH2:32][CH3:33])[C@@H:25]([CH2:35][O:36][C:37](=[O:43])[CH2:38][CH2:39][CH2:40][CH2:41][CH3:42])[O:24][C@@H:11]([O:12][CH:11]([OH:12])[C@@H:10]([OH:44])[C@H:9]([OH:8])[C@H:26]([OH:27])[C@@H:25]([OH:24])[CH2:35][OH:36])[C@H:10]1[O:44][C:45](=[O:53])[CH2:46][CH2:47][CH2:48][CH2:49][CH2:50][CH2:51][CH3:52])(=[O:7])[CH2:2][CH2:3][CH2:4][CH2:5][CH3:6], predict the reactants needed to synthesize it. (5) Given the product [CH2:20]([O:22][C:23]1[CH:29]=[C:28]([N:30]2[CH2:35][CH2:34][O:33][CH2:32][CH2:31]2)[C:27]([O:36][CH2:37][CH3:38])=[CH:26][C:24]=1[NH:25][C:2]1[CH:7]=[C:6]([C:8]([F:11])([F:10])[F:9])[N:5]=[C:4]([C:12]2[CH:13]=[N:14][CH:15]=[CH:16][CH:17]=2)[N:3]=1)[CH3:21], predict the reactants needed to synthesize it. The reactants are: Cl[C:2]1[CH:7]=[C:6]([C:8]([F:11])([F:10])[F:9])[N:5]=[C:4]([C:12]2[CH:13]=[N:14][CH:15]=[CH:16][CH:17]=2)[N:3]=1.Cl.Cl.[CH2:20]([O:22][C:23]1[CH:29]=[C:28]([N:30]2[CH2:35][CH2:34][O:33][CH2:32][CH2:31]2)[C:27]([O:36][CH2:37][CH3:38])=[CH:26][C:24]=1[NH2:25])[CH3:21]. (6) Given the product [O:28]([C:35]1[CH:36]=[C:37]([CH2:38][CH2:39][NH:40][C:13]([C:10]2[S:11][CH:12]=[C:8]([C:5]3[CH:4]=[CH:3][C:2]([Cl:1])=[CH:7][CH:6]=3)[N:9]=2)=[O:15])[CH:41]=[CH:42][CH:43]=1)[C:29]1[CH:30]=[CH:31][CH:32]=[CH:33][CH:34]=1, predict the reactants needed to synthesize it. The reactants are: [Cl:1][C:2]1[CH:7]=[CH:6][C:5]([C:8]2[N:9]=[C:10]([C:13]([OH:15])=O)[S:11][CH:12]=2)=[CH:4][CH:3]=1.C1N=CN(C(N2C=NC=C2)=O)C=1.[O:28]([C:35]1[CH:36]=[C:37]([CH:41]=[CH:42][CH:43]=1)[CH2:38][CH2:39][NH2:40])[C:29]1[CH:34]=[CH:33][CH:32]=[CH:31][CH:30]=1. (7) Given the product [F:22][C:19]1[CH:20]=[CH:21][C:16]([C:10]2[C:9]3[C:13](=[CH:14][CH:15]=[C:7]([C:5]4[NH:6][C:25]([CH2:26][N:27]([CH3:29])[CH3:28])=[N:24][N:23]=4)[CH:8]=3)[NH:12][N:11]=2)=[CH:17][CH:18]=1, predict the reactants needed to synthesize it. The reactants are: Cl.C(O[CH:5]([C:7]1[CH:8]=[C:9]2[C:13](=[CH:14][CH:15]=1)[NH:12][N:11]=[C:10]2[C:16]1[CH:21]=[CH:20][C:19]([F:22])=[CH:18][CH:17]=1)[NH2:6])C.[NH2:23][NH:24][C:25](=O)[CH2:26][N:27]([CH3:29])[CH3:28].C(N(CC)CC)C.